From a dataset of Peptide-MHC class I binding affinity with 185,985 pairs from IEDB/IMGT. Regression. Given a peptide amino acid sequence and an MHC pseudo amino acid sequence, predict their binding affinity value. This is MHC class I binding data. (1) The peptide sequence is KSVLDIISSK. The MHC is HLA-A31:01 with pseudo-sequence HLA-A31:01. The binding affinity (normalized) is 0.536. (2) The peptide sequence is YLAWVPAHK. The MHC is HLA-A33:01 with pseudo-sequence HLA-A33:01. The binding affinity (normalized) is 0.677. (3) The peptide sequence is DFAFRDLA. The MHC is H-2-Kb with pseudo-sequence H-2-Kb. The binding affinity (normalized) is 0. (4) The peptide sequence is NPVLTTASPL. The MHC is Patr-B1301 with pseudo-sequence Patr-B1301. The binding affinity (normalized) is 0.623. (5) The peptide sequence is YLHRDIFDI. The MHC is HLA-A69:01 with pseudo-sequence HLA-A69:01. The binding affinity (normalized) is 0.0847.